The task is: Predict the reactants needed to synthesize the given product.. This data is from Retrosynthesis with 50K atom-mapped reactions and 10 reaction types from USPTO. (1) The reactants are: CC(=O)Cl.COC(=O)C(C(C)C)S(=O)(=O)Nc1nc(OC)cc(OC)n1. Given the product COC(=O)C(C(C)C)S(=O)(=O)N(C(C)=O)c1nc(OC)cc(OC)n1, predict the reactants needed to synthesize it. (2) Given the product COc1ccc(-c2[nH]nc(C)c2N)cc1OC, predict the reactants needed to synthesize it. The reactants are: COc1ccc(-c2[nH]nc(C)c2[N+](=O)[O-])cc1OC. (3) Given the product CN1CCN(CCc2ccc(OCc3ccccc3)c(C(=O)Nc3cc(-c4ccccc4)ccc3C(=O)OC(C)(C)C)c2)CC1, predict the reactants needed to synthesize it. The reactants are: CC(C)(C)OC(=O)c1ccc(-c2ccccc2)cc1NC(=O)c1cc(CCBr)ccc1OCc1ccccc1.CN1CCNCC1. (4) Given the product COc1ccc(Cn2cc(C(=O)N[C@H]3CCCC[C@@H]3O)c3nccc(C)c32)cc1F, predict the reactants needed to synthesize it. The reactants are: COc1ccc(CBr)cc1F.Cc1ccnc2c(C(=O)N[C@H]3CCCC[C@@H]3O)c[nH]c12. (5) Given the product C(=N/C(c1ccccc1)c1ccccc1)\c1ccc2ccc(-c3ccccc3)nc2c1, predict the reactants needed to synthesize it. The reactants are: NC(c1ccccc1)c1ccccc1.O=Cc1ccc2ccc(-c3ccccc3)nc2c1.